Dataset: Forward reaction prediction with 1.9M reactions from USPTO patents (1976-2016). Task: Predict the product of the given reaction. (1) Given the reactants C(NC(C)C)(C)C.[CH2:8]([Li])[CH2:9][CH2:10][CH3:11].[CH:13]1([C:18]([O:20][CH3:21])=[O:19])[CH2:17][CH2:16][CH2:15][CH2:14]1.BrCCC=C.[Cl-].[NH4+], predict the reaction product. The product is: [CH3:21][O:20][C:18]([C:13]1([CH2:11][CH2:10][CH:9]=[CH2:8])[CH2:17][CH2:16][CH2:15][CH2:14]1)=[O:19]. (2) Given the reactants [CH2:1]([C:3]1[C:7]([S:8]([C:11]2[CH:16]=[CH:15][C:14]([N+:17]([O-])=O)=[CH:13][CH:12]=2)(=[O:10])=[O:9])=[C:6]([CH2:20][CH3:21])[N:5]([C:22]([O:24][C:25]([CH3:28])([CH3:27])[CH3:26])=[O:23])[N:4]=1)[CH3:2], predict the reaction product. The product is: [NH2:17][C:14]1[CH:15]=[CH:16][C:11]([S:8]([C:7]2[C:3]([CH2:1][CH3:2])=[N:4][N:5]([C:22]([O:24][C:25]([CH3:28])([CH3:27])[CH3:26])=[O:23])[C:6]=2[CH2:20][CH3:21])(=[O:9])=[O:10])=[CH:12][CH:13]=1. (3) Given the reactants [H-].[H-].[H-].[H-].[Li+].[Al+3].[CH3:7][N:8]([CH2:10][C:11]1[CH:12]=[C:13]([C:22](OCC)=[O:23])[CH:14]=[C:15]([CH:21]=1)[C:16](OCC)=[O:17])[CH3:9].ClCCl, predict the reaction product. The product is: [CH3:9][N:8]([CH2:10][C:11]1[CH:21]=[C:15]([CH2:16][OH:17])[CH:14]=[C:13]([CH2:22][OH:23])[CH:12]=1)[CH3:7]. (4) Given the reactants [F:1][C:2]1[C:7]([S:8]([CH3:11])(=[O:10])=[O:9])=[CH:6][CH:5]=[CH:4][C:3]=1[CH:12]1[CH2:17][CH2:16][NH:15][CH2:14][CH2:13]1.[C:18](=O)([O-])[O-].[K+].[K+].IC, predict the reaction product. The product is: [F:1][C:2]1[C:7]([S:8]([CH3:11])(=[O:10])=[O:9])=[CH:6][CH:5]=[CH:4][C:3]=1[CH:12]1[CH2:17][CH2:16][N:15]([CH3:18])[CH2:14][CH2:13]1. (5) Given the reactants Br[C:2]1[C:6]([CH3:7])=[C:5](I)[S:4][C:3]=1[CH:9]1[O:13]CCO1.[Cl:14][C:15]1[CH:16]=[C:17](B(O)O)[CH:18]=[CH:19][C:20]=1[O:21]C.C[O:27][C:28]1[CH:33]=[CH:32][C:31](B(O)O)=[CH:30][CH:29]=1, predict the reaction product. The product is: [Cl:14][C:15]1[CH:16]=[C:17]([C:5]2[S:4][C:3]([CH:9]=[O:13])=[C:2]([C:31]3[CH:32]=[CH:33][C:28]([OH:27])=[CH:29][CH:30]=3)[C:6]=2[CH3:7])[CH:18]=[CH:19][C:20]=1[OH:21]. (6) Given the reactants C(OC([C:6]1[NH:7][C:8]([S:11]([N:14]2[CH2:19][CH2:18][CH:17]([S:20][C:21]3[CH:26]=[C:25]([C:27]([CH3:30])([CH3:29])[CH3:28])[C:24]([OH:31])=[C:23]([C:32]([CH3:35])([CH3:34])[CH3:33])[CH:22]=3)[CH2:16][CH2:15]2)(=[O:13])=[O:12])=[N:9][CH:10]=1)=O)C.C[Mg]Cl, predict the reaction product. The product is: [C:27]([C:25]1[CH:26]=[C:21]([S:20][CH:17]2[CH2:18][CH2:19][N:14]([S:11]([C:8]3[NH:7][C:6]([C:24]([OH:31])([CH3:25])[CH3:23])=[CH:10][N:9]=3)(=[O:12])=[O:13])[CH2:15][CH2:16]2)[CH:22]=[C:23]([C:32]([CH3:34])([CH3:33])[CH3:35])[C:24]=1[OH:31])([CH3:30])([CH3:29])[CH3:28]. (7) Given the reactants [NH2:1][C:2]1[C:11]([F:12])=[CH:10][CH:9]=[CH:8][C:3]=1[C:4]([NH:6][CH3:7])=[O:5].C(O)(=O)C.[Br:17]Br, predict the reaction product. The product is: [NH2:1][C:2]1[C:11]([F:12])=[CH:10][C:9]([Br:17])=[CH:8][C:3]=1[C:4]([NH:6][CH3:7])=[O:5]. (8) Given the reactants [NH2:1][C:2]1[N:18]=[C:5]2[CH:6]=[CH:7][CH:8]=[C:9]([C:10]([CH:12]3[CH2:17][CH2:16][O:15][CH2:14][CH2:13]3)=O)[N:4]2[N:3]=1.Br[C:20]1[N:25]2N=[C:27](N)[N:28]=[C:24]2[CH:23]=[CH:22][CH:21]=1.C([Li])C[CH2:32][CH3:33].[CH3:35][O:36]N(C)C(C1CCOCC1)=O, predict the reaction product. The product is: [CH3:35][O:36][CH2:23][C:24]1[NH:28][C:27]2[CH:32]=[C:33]([C:8]3[CH:7]=[CH:6][C:5]4[N:4]([N:3]=[C:2]([NH2:1])[N:18]=4)[C:9]=3[CH2:10][CH:12]3[CH2:17][CH2:16][O:15][CH2:14][CH2:13]3)[CH:22]=[CH:21][C:20]=2[N:25]=1. (9) Given the reactants [CH3:1][C:2]1[NH:3][C:4]([C:8]2[C:9]([CH3:18])=[CH:10][C:11]([CH3:17])=[C:12]([CH:16]=2)[C:13]([OH:15])=O)=[C:5]([CH3:7])[N:6]=1.CCN=C=NCCCN(C)C.Cl.C1C=CC2N(O)N=NC=2C=1.Cl.[NH:42]1[CH2:47][CH2:46][CH:45]([C:48]2[CH:55]=[CH:54][C:51]([C:52]#[N:53])=[CH:50][CH:49]=2)[CH2:44][CH2:43]1, predict the reaction product. The product is: [CH3:1][C:2]1[NH:3][C:4]([C:8]2[C:9]([CH3:18])=[CH:10][C:11]([CH3:17])=[C:12]([CH:16]=2)[C:13]([N:42]2[CH2:47][CH2:46][CH:45]([C:48]3[CH:55]=[CH:54][C:51]([C:52]#[N:53])=[CH:50][CH:49]=3)[CH2:44][CH2:43]2)=[O:15])=[C:5]([CH3:7])[N:6]=1.